This data is from Forward reaction prediction with 1.9M reactions from USPTO patents (1976-2016). The task is: Predict the product of the given reaction. (1) The product is: [NH2:29][C:28]1[CH:30]=[CH:31][C:25]([C:2]2[C:10]3[C:5](=[N:6][C:7]([NH:11][CH2:12][CH2:13][O:14][CH3:15])=[N:8][CH:9]=3)[N:4]([CH3:16])[N:3]=2)=[CH:26][CH:27]=1. Given the reactants Cl[C:2]1[C:10]2[C:5](=[N:6][C:7]([NH:11][CH2:12][CH2:13][O:14][CH3:15])=[N:8][CH:9]=2)[N:4]([CH3:16])[N:3]=1.CC1(C)C(C)(C)OB([C:25]2[CH:31]=[CH:30][C:28]([NH2:29])=[CH:27][CH:26]=2)O1, predict the reaction product. (2) Given the reactants Cl.[C:2]([C:4]1([CH2:10][O:11][C:12]2[CH:17]=[CH:16][CH:15]=[CH:14][C:13]=2[CH3:18])[CH2:9][CH2:8][NH:7][CH2:6][CH2:5]1)#[N:3].[O:19]=[C:20]1[C:25]([CH:26]=O)=[CH:24][CH:23]=[CH:22][NH:21]1.C(O[BH-](OC(=O)C)OC(=O)C)(=O)C.[Na+].C(=O)(O)[O-].[Na+], predict the reaction product. The product is: [O:19]=[C:20]1[C:25]([CH2:26][N:7]2[CH2:8][CH2:9][C:4]([CH2:10][O:11][C:12]3[CH:17]=[CH:16][CH:15]=[CH:14][C:13]=3[CH3:18])([C:2]#[N:3])[CH2:5][CH2:6]2)=[CH:24][CH:23]=[CH:22][NH:21]1. (3) Given the reactants C([O:3][C:4]([C:6]1[CH:30]=[CH:29][C:9]2[N:10]=[C:11]([NH:14][C:15]3[S:16][C:17]4[CH:23]=[C:22]([O:24][C:25]([F:28])([F:27])[F:26])[CH:21]=[CH:20][C:18]=4[N:19]=3)[N:12]([CH3:13])[C:8]=2[CH:7]=1)=[O:5])C.[OH-].[Na+], predict the reaction product. The product is: [CH3:13][N:12]1[C:8]2[CH:7]=[C:6]([C:4]([OH:5])=[O:3])[CH:30]=[CH:29][C:9]=2[N:10]=[C:11]1[NH:14][C:15]1[S:16][C:17]2[CH:23]=[C:22]([O:24][C:25]([F:27])([F:26])[F:28])[CH:21]=[CH:20][C:18]=2[N:19]=1. (4) Given the reactants C(OC(=O)COC1C=CC(Cl)=CC=1C#C)(C)(C)C.C[Si](C)(C)[C:21]#[C:22][C:23]1[CH:28]=[CH:27][CH:26]=[C:25]([S:29]([CH2:32][CH2:33][CH3:34])(=[O:31])=[O:30])[CH:24]=1, predict the reaction product. The product is: [C:22]([C:23]1[CH:28]=[CH:27][CH:26]=[C:25]([S:29]([CH2:32][CH2:33][CH3:34])(=[O:30])=[O:31])[CH:24]=1)#[CH:21].